From a dataset of Full USPTO retrosynthesis dataset with 1.9M reactions from patents (1976-2016). Predict the reactants needed to synthesize the given product. (1) Given the product [C:50]([C:49]([NH:48][C:8](=[O:10])[C:7]1[CH:6]=[CH:5][C:4]([O:3][C:2]([F:1])([F:14])[F:13])=[CH:12][CH:11]=1)([CH3:68])[CH2:52][O:53][C:54]1[CH:55]=[CH:56][C:57]2[CH2:61][O:60][B:59]([OH:62])[C:58]=2[C:63]=1[O:64][CH:65]1[CH2:66][CH2:67]1)#[N:51], predict the reactants needed to synthesize it. The reactants are: [F:1][C:2]([F:14])([F:13])[O:3][C:4]1[CH:12]=[CH:11][C:7]([C:8]([OH:10])=O)=[CH:6][CH:5]=1.CN(C(ON1N=NC2C=CC=NC1=2)=[N+](C)C)C.F[P-](F)(F)(F)(F)F.CCN(C(C)C)C(C)C.[NH2:48][C:49]([CH3:68])([CH2:52][O:53][C:54]1[CH:55]=[CH:56][C:57]2[CH2:61][O:60][B:59]([OH:62])[C:58]=2[C:63]=1[O:64][CH:65]1[CH2:67][CH2:66]1)[C:50]#[N:51]. (2) Given the product [CH3:23][C:22]1[O:24][CH:2]=[C:3]([C:5]2[CH:14]=[CH:13][CH:12]=[C:11]3[C:6]=2[CH2:7][CH2:8][N:9]2[C:19](=[O:20])[CH2:18][NH:17][C:16](=[O:21])[CH:15]=[C:10]23)[N:25]=1, predict the reactants needed to synthesize it. The reactants are: Br[CH2:2][C:3]([C:5]1[CH:14]=[CH:13][CH:12]=[C:11]2[C:6]=1[CH2:7][CH2:8][N:9]1[C:19](=[O:20])[CH2:18][NH:17][C:16](=[O:21])[CH:15]=[C:10]12)=O.[C:22]([NH2:25])(=[O:24])[CH3:23]. (3) Given the product [Cl:1][C@H:2]1[C@@H:7]([NH:8][C:9]([C:11]2[NH:12][C:13]([CH2:17][CH3:18])=[C:14]([Cl:16])[N:15]=2)=[O:10])[CH2:6][CH2:5][N:4]([C:19]2[S:35][C:36]([C:40]([O:42][CH2:43][CH3:44])=[O:41])=[C:37]([CH3:39])[N:38]=2)[CH2:3]1, predict the reactants needed to synthesize it. The reactants are: [Cl:1][C@H:2]1[C@@H:7]([NH:8][C:9]([C:11]2[NH:12][C:13]([CH2:17][CH3:18])=[C:14]([Cl:16])[N:15]=2)=[O:10])[CH2:6][CH2:5][N:4]([C:19](OC(C)(C)C)=O)[CH2:3]1.Cl.O1CCOCC1.BrC1[S:35][C:36]([C:40]([O:42][CH2:43][CH3:44])=[O:41])=[C:37]([CH3:39])[N:38]=1.C(=O)([O-])[O-].[Na+].[Na+]. (4) Given the product [C:1]([O:5][C:6]([NH:8][CH2:9][C:10]1[CH:11]=[CH:12][C:13]([C:16](=[O:21])[CH2:17][CH:18]([CH3:19])[CH3:20])=[N:14][CH:15]=1)=[O:7])([CH3:4])([CH3:3])[CH3:2], predict the reactants needed to synthesize it. The reactants are: [C:1]([O:5][C:6]([NH:8][CH2:9][C:10]1[CH:11]=[CH:12][C:13]([CH:16]([OH:21])[CH2:17][CH:18]([CH3:20])[CH3:19])=[N:14][CH:15]=1)=[O:7])([CH3:4])([CH3:3])[CH3:2]. (5) Given the product [Br:1][C:2]1[CH:3]=[C:4]2[C:9](=[CH:10][CH:11]=1)[C:8]([O:19][C:13]1[CH:18]=[CH:17][CH:16]=[CH:15][CH:14]=1)=[N:7][CH:6]=[CH:5]2, predict the reactants needed to synthesize it. The reactants are: [Br:1][C:2]1[CH:3]=[C:4]2[C:9](=[CH:10][CH:11]=1)[C:8](Cl)=[N:7][CH:6]=[CH:5]2.[C:13]1([OH:19])[CH:18]=[CH:17][CH:16]=[CH:15][CH:14]=1.[OH-].[K+].[OH-].[Na+].